This data is from Peptide-MHC class II binding affinity with 134,281 pairs from IEDB. The task is: Regression. Given a peptide amino acid sequence and an MHC pseudo amino acid sequence, predict their binding affinity value. This is MHC class II binding data. The peptide sequence is VVMTSLALVGAALHP. The MHC is DRB1_0101 with pseudo-sequence DRB1_0101. The binding affinity (normalized) is 0.874.